From a dataset of Forward reaction prediction with 1.9M reactions from USPTO patents (1976-2016). Predict the product of the given reaction. (1) Given the reactants [NH:1]1[CH:5]=[C:4]([CH2:6][C:7]2[CH:12]=[CH:11][CH:10]=[CH:9][C:8]=2[C:13]2[CH:18]=[CH:17][C:16]([C:19]#[N:20])=[CH:15][CH:14]=2)[N:3]=[CH:2]1.C([O-])(O)=O.[Na+].C1C=CC(OC(Cl)=[S:34])=CC=1, predict the reaction product. The product is: [S:34]=[C:2]1[NH:3][C:4]([CH2:6][C:7]2[CH:12]=[CH:11][CH:10]=[CH:9][C:8]=2[C:13]2[CH:18]=[CH:17][C:16]([C:19]#[N:20])=[CH:15][CH:14]=2)=[CH:5][NH:1]1. (2) Given the reactants [C:1]([CH:4](OS(C1C=CC(C)=CC=1)(=O)=O)[C:5]1[CH:10]=[CH:9][CH:8]=[CH:7][CH:6]=1)(=[O:3])[NH2:2].[Cl:22][C:23]1[CH:28]=[CH:27][CH:26]=[C:25]([F:29])[C:24]=1[CH2:30][CH2:31][C@H:32]1[C:41]2[C:36](=[CH:37][C:38]([O:44][CH3:45])=[C:39]([O:42][CH3:43])[CH:40]=2)[CH2:35][CH2:34][NH:33]1, predict the reaction product. The product is: [Cl:22][C:23]1[CH:28]=[CH:27][CH:26]=[C:25]([F:29])[C:24]=1[CH2:30][CH2:31][C@H:32]1[C:41]2[C:36](=[CH:37][C:38]([O:44][CH3:45])=[C:39]([O:42][CH3:43])[CH:40]=2)[CH2:35][CH2:34][N:33]1[C@H:4]([C:5]1[CH:6]=[CH:7][CH:8]=[CH:9][CH:10]=1)[C:1]([NH2:2])=[O:3]. (3) Given the reactants Cl[C:2]1[NH:6][C:5]2[CH:7]=[C:8]([Cl:12])[C:9]([Cl:11])=[CH:10][C:4]=2[N:3]=1.Cl.[Cl:14][C:15]1[C:16]([N:21]2[CH2:26][CH2:25][NH:24][CH2:23][CH2:22]2)=[N:17][CH:18]=[CH:19][CH:20]=1.C(N(CC)C(C)C)(C)C, predict the reaction product. The product is: [Cl:14][C:15]1[C:16]([N:21]2[CH2:22][CH2:23][N:24]([C:2]3[NH:6][C:5]4[CH:7]=[C:8]([Cl:12])[C:9]([Cl:11])=[CH:10][C:4]=4[N:3]=3)[CH2:25][CH2:26]2)=[N:17][CH:18]=[CH:19][CH:20]=1. (4) Given the reactants [C:1]1([C:7]2[O:8][C:9]([C:14]3[CH:19]=[CH:18][CH:17]=[CH:16][CH:15]=3)=[CH:10][C:11]=2[C:12]#N)[CH:6]=[CH:5][CH:4]=[CH:3][CH:2]=1.[OH2:20].[OH-:21].[Na+], predict the reaction product. The product is: [C:1]1([C:7]2[O:8][C:9]([C:14]3[CH:19]=[CH:18][CH:17]=[CH:16][CH:15]=3)=[CH:10][C:11]=2[C:12]([OH:21])=[O:20])[CH:6]=[CH:5][CH:4]=[CH:3][CH:2]=1. (5) Given the reactants [Cl-].[Mg+2].[Cl-].[CH2:4]([O:6][C:7](=[O:12])[CH2:8][C:9]([O-:11])=O)[CH3:5].[K+].[F:14][C:15]1[CH:34]=[C:33]([F:35])[CH:32]=[CH:31][C:16]=1[CH2:17][CH:18]1[CH2:23][CH:22]([C:24]([OH:26])=O)[CH2:21][CH2:20][N:19]1[C:27]([O:29][CH3:30])=[O:28].N1(C(N2C=CN=C2)=O)C=CN=C1, predict the reaction product. The product is: [F:14][C:15]1[CH:34]=[C:33]([F:35])[CH:32]=[CH:31][C:16]=1[CH2:17][C@H:18]1[CH2:23][C@H:22]([C:9](=[O:11])[CH2:8][C:7]([O:6][CH2:4][CH3:5])=[O:12])[CH2:21][CH2:20][N:19]1[C:27]([O:29][CH3:30])=[O:28].[F:14][C:15]1[CH:34]=[C:33]([F:35])[CH:32]=[CH:31][C:16]=1[CH2:17][C@H:18]1[CH2:23][C@@H:22]([C:24](=[O:26])[CH2:8][C:7]([O:6][CH2:4][CH3:5])=[O:12])[CH2:21][CH2:20][N:19]1[C:27]([O:29][CH3:30])=[O:28]. (6) Given the reactants [C:1]([O-:8])(=[O:7])/[CH:2]=[CH:3]\[C:4]([O-:6])=[O:5].[CH2:9]1[CH:13]2[CH:14]3[CH:18]=[CH:17][CH:16]([CH:12]2[CH:11]=[CH:10]1)[CH2:15]3, predict the reaction product. The product is: [CH:18]([CH:14]1[CH:13]2[CH:12]([CH:11]=[CH:10][CH2:9]2)[CH:16]([CH:10]=[CH:9][CH2:13][O:5][C:4](=[O:6])[CH:3]=[CH:2][C:1]([O:8][CH2:16][CH:12]=[CH2:11])=[O:7])[CH2:15]1)=[CH2:17]. (7) Given the reactants [NH:1]1[C:9]2[C:4](=[CH:5][CH:6]=[CH:7][CH:8]=2)[CH:3]=[CH:2]1.O.Cl.[CH2:12]([N:19]1[CH2:24][CH2:23][CH2:22][C:21](=O)[CH2:20]1)[C:13]1[CH:18]=[CH:17][CH:16]=[CH:15][CH:14]=1.[OH-].[K+].C(O)(C)C, predict the reaction product. The product is: [CH2:12]([N:19]1[CH2:24][CH2:23][CH:22]=[C:21]([C:3]2[C:4]3[C:9](=[CH:8][CH:7]=[CH:6][CH:5]=3)[NH:1][CH:2]=2)[CH2:20]1)[C:13]1[CH:18]=[CH:17][CH:16]=[CH:15][CH:14]=1.